Dataset: Forward reaction prediction with 1.9M reactions from USPTO patents (1976-2016). Task: Predict the product of the given reaction. Given the reactants [Cl:1][C:2]1[CH:3]=[CH:4][C:5]([O:24][C:25]2[CH:30]=[C:29]([CH3:31])[CH:28]=[C:27]([CH3:32])[CH:26]=2)=[C:6]([S:8]([N:11]2[CH2:16][CH2:15][N:14](C(OC(C)(C)C)=O)[CH2:13][CH2:12]2)(=[O:10])=[O:9])[CH:7]=1.Cl, predict the reaction product. The product is: [ClH:1].[Cl:1][C:2]1[CH:3]=[CH:4][C:5]([O:24][C:25]2[CH:26]=[C:27]([CH3:32])[CH:28]=[C:29]([CH3:31])[CH:30]=2)=[C:6]([S:8]([N:11]2[CH2:16][CH2:15][NH:14][CH2:13][CH2:12]2)(=[O:10])=[O:9])[CH:7]=1.